Dataset: Forward reaction prediction with 1.9M reactions from USPTO patents (1976-2016). Task: Predict the product of the given reaction. Given the reactants [CH3:1][O:2][C:3]1[CH:4]=[C:5]([N:12]2[C:16](=[O:17])[NH:15][N:14]=[N:13]2)[CH:6]=[C:7]([N+:9]([O-:11])=[O:10])[CH:8]=1.[CH3:18]N(C=O)C.C([O-])([O-])=O.[K+].[K+].IC, predict the reaction product. The product is: [CH3:1][O:2][C:3]1[CH:4]=[C:5]([N:12]2[C:16](=[O:17])[N:15]([CH3:18])[N:14]=[N:13]2)[CH:6]=[C:7]([N+:9]([O-:11])=[O:10])[CH:8]=1.